This data is from Full USPTO retrosynthesis dataset with 1.9M reactions from patents (1976-2016). The task is: Predict the reactants needed to synthesize the given product. (1) Given the product [NH2:23][C:20]1[N:21]=[CH:22][C:17]([C:3]2[CH:4]=[CH:5][C:6]([C:25]3[C:26]([C:27]([N:29]([CH2:32][CH3:33])[CH2:30][CH3:31])=[O:28])=[CH:34][CH:35]=[CH:36][CH:37]=3)=[CH:7][C:2]=2[F:1])=[N:18][CH:19]=1, predict the reactants needed to synthesize it. The reactants are: [F:1][C:2]1[CH:7]=[C:6](B2OC(C)(C)C(C)(C)O2)[CH:5]=[CH:4][C:3]=1[C:17]1[N:18]=[CH:19][C:20]([NH2:23])=[N:21][CH:22]=1.Br[C:25]1[CH:37]=[CH:36][CH:35]=[CH:34][C:26]=1[C:27]([N:29]([CH2:32][CH3:33])[CH2:30][CH3:31])=[O:28]. (2) Given the product [F:1][C:2]1[C:11]2[C:6](=[CH:7][CH:8]=[CH:9][CH:10]=2)[C:5]([S:13]([Cl:12])(=[O:15])=[O:14])=[CH:4][CH:3]=1, predict the reactants needed to synthesize it. The reactants are: [F:1][C:2]1[C:11]2[C:6](=[CH:7][CH:8]=[CH:9][CH:10]=2)[CH:5]=[CH:4][CH:3]=1.[Cl:12][S:13](O)(=[O:15])=[O:14]. (3) Given the product [Br:1][C:2]1[CH:3]=[C:4]([CH:7]([O:11][CH2:9][CH3:10])[O:8][CH2:16][CH3:17])[S:5][CH:6]=1, predict the reactants needed to synthesize it. The reactants are: [Br:1][C:2]1[CH:3]=[C:4]([CH:7]=[O:8])[S:5][CH:6]=1.[CH2:9]([OH:11])[CH3:10].[Cl-].[NH4+].C([O-])([O-])O[CH2:16][CH3:17]. (4) Given the product [F:1][CH:2]([F:18])[CH:3]1[C:12]2[C:7](=[CH:8][CH:9]=[CH:10][CH:11]=2)[N:6]([CH:13]([CH3:17])[C:14]([NH2:23])=[O:15])[CH2:5][CH2:4]1, predict the reactants needed to synthesize it. The reactants are: [F:1][CH:2]([F:18])[CH:3]1[C:12]2[C:7](=[CH:8][CH:9]=[CH:10][CH:11]=2)[N:6]([CH:13]([CH3:17])[C:14](O)=[O:15])[CH2:5][CH2:4]1.[Cl-].[NH4+].CC[N:23](C(C)C)C(C)C.C(Cl)CCl.C1C=CC2N(O)N=NC=2C=1.